This data is from Reaction yield outcomes from USPTO patents with 853,638 reactions. The task is: Predict the reaction yield, written as a fraction of the theoretical maximum amount of product (1.0 means a 100% yield; for example, 0.34 means a 34% yield). (1) The reactants are [H-].[Na+].Cl[C:4]1[CH:13]=[N:12][C:11]2[C:6](=[CH:7][C:8]([O:14][CH3:15])=[CH:9][CH:10]=2)[N:5]=1.[C:16]([O:20][C:21](=[O:32])[NH:22][CH:23]1[CH2:28][CH2:27][N:26]([CH2:29][CH2:30][OH:31])[CH2:25][CH2:24]1)([CH3:19])([CH3:18])[CH3:17]. The catalyst is CN(C)C=O. The product is [C:16]([O:20][C:21](=[O:32])[NH:22][CH:23]1[CH2:24][CH2:25][N:26]([CH2:29][CH2:30][O:31][C:4]2[CH:13]=[N:12][C:11]3[C:6](=[CH:7][C:8]([O:14][CH3:15])=[CH:9][CH:10]=3)[N:5]=2)[CH2:27][CH2:28]1)([CH3:19])([CH3:17])[CH3:18]. The yield is 0.520. (2) The reactants are [C:1]([O:5][C:6]([N:8]1[CH2:12][CH:11]=[C:10](OS(C(F)(F)F)(=O)=O)[CH2:9]1)=[O:7])([CH3:4])([CH3:3])[CH3:2].C([Sn](CCCC)(CCCC)[C:26]1[O:27][CH:28]=[CH:29][CH:30]=1)CCC. The catalyst is C1COCC1.C1C=CC([P]([Pd]([P](C2C=CC=CC=2)(C2C=CC=CC=2)C2C=CC=CC=2)([P](C2C=CC=CC=2)(C2C=CC=CC=2)C2C=CC=CC=2)[P](C2C=CC=CC=2)(C2C=CC=CC=2)C2C=CC=CC=2)(C2C=CC=CC=2)C2C=CC=CC=2)=CC=1. The product is [C:1]([O:5][C:6]([N:8]1[CH2:12][CH:11]=[C:10]([C:26]2[O:27][CH:28]=[CH:29][CH:30]=2)[CH2:9]1)=[O:7])([CH3:4])([CH3:3])[CH3:2]. The yield is 0.472. (3) The reactants are [CH:1]#[C:2][CH2:3][CH2:4][CH3:5].C([Li])CCC.[CH2:11]([N:18]1[CH2:23][CH2:22][C:21](=[O:24])[CH2:20][CH2:19]1)[C:12]1[CH:17]=[CH:16][CH:15]=[CH:14][CH:13]=1. The catalyst is C1COCC1. The product is [CH2:11]([N:18]1[CH2:23][CH2:22][C:21]([C:1]#[C:2][CH2:3][CH2:4][CH3:5])([OH:24])[CH2:20][CH2:19]1)[C:12]1[CH:13]=[CH:14][CH:15]=[CH:16][CH:17]=1. The yield is 0.780. (4) The reactants are Cl.C([NH:9][C:10]12[CH2:17][CH2:16][C:13]([C:18]3[C:22]4=[C:23]5[CH:29]=[CH:28][NH:27][C:24]5=[N:25][CH:26]=[C:21]4[NH:20][N:19]=3)([CH2:14][CH2:15]1)[CH2:12][CH2:11]2)C1C=CC=CC=1.C([O-])=O.[NH4+]. The catalyst is CO. The product is [C:18]1([C:13]23[CH2:16][CH2:17][C:10]([NH2:9])([CH2:15][CH2:14]2)[CH2:11][CH2:12]3)[C:22]2=[C:23]3[CH:29]=[CH:28][NH:27][C:24]3=[N:25][CH:26]=[C:21]2[NH:20][N:19]=1. The yield is 0.710. (5) The reactants are [N+:1]([C:4]1[CH:8]=[CH:7][N:6]([CH2:9][C:10]2[CH:11]=[N:12][CH:13]=[CH:14][CH:15]=2)[N:5]=1)([O-])=O.NN. The catalyst is CO.C(OCC)(=O)C.[Ni].O. The product is [N:12]1[CH:13]=[CH:14][CH:15]=[C:10]([CH2:9][N:6]2[CH:7]=[CH:8][C:4]([NH2:1])=[N:5]2)[CH:11]=1. The yield is 0.750.